This data is from Full USPTO retrosynthesis dataset with 1.9M reactions from patents (1976-2016). The task is: Predict the reactants needed to synthesize the given product. (1) The reactants are: C[O:2][C:3](=O)[C:4]1[CH:9]=[C:8]([F:10])[CH:7]=[C:6]([CH2:11][C:12]#[N:13])[CH:5]=1. Given the product [F:10][C:8]1[CH:7]=[C:6]([CH2:11][C:12]#[N:13])[CH:5]=[C:4]([CH2:3][OH:2])[CH:9]=1, predict the reactants needed to synthesize it. (2) Given the product [CH2:30]([O:37][C:38]([N:40]1[CH2:45][CH2:44][CH:43]([CH2:46][O:28][C:27](=[O:29])[CH2:26][CH2:25][C:3]2[CH:4]=[CH:5][C:6]([C:8]([N:10]3[CH2:19][C:18]4[CH:17]=[N:16][N:15]([CH3:20])[C:14]=4[NH:13][C:12]4[CH:21]=[CH:22][CH:23]=[CH:24][C:11]3=4)=[O:9])=[CH:7][C:2]=2[CH3:1])[CH2:42][CH2:41]1)=[O:39])[C:31]1[CH:32]=[CH:33][CH:34]=[CH:35][CH:36]=1, predict the reactants needed to synthesize it. The reactants are: [CH3:1][C:2]1[CH:7]=[C:6]([C:8]([N:10]2[CH2:19][C:18]3[CH:17]=[N:16][N:15]([CH3:20])[C:14]=3[NH:13][C:12]3[CH:21]=[CH:22][CH:23]=[CH:24][C:11]2=3)=[O:9])[CH:5]=[CH:4][C:3]=1[CH2:25][CH2:26][C:27]([OH:29])=[O:28].[CH2:30]([O:37][C:38]([N:40]1[CH2:45][CH2:44][CH:43]([CH2:46]O)[CH2:42][CH2:41]1)=[O:39])[C:31]1[CH:36]=[CH:35][CH:34]=[CH:33][CH:32]=1.CCN(C(C)C)C(C)C. (3) Given the product [NH2:4][C:5]1[N:10]=[C:9]([C:11]([OH:13])=[O:12])[CH:8]=[CH:7][CH:6]=1, predict the reactants needed to synthesize it. The reactants are: C([NH:4][C:5]1[N:10]=[C:9]([C:11]([OH:13])=[O:12])[CH:8]=[CH:7][CH:6]=1)(=O)C.Cl. (4) Given the product [C:32]([C:31]1[C:21]([N:18]2[CH2:19][CH2:20][CH:15]([C:13]([OH:14])=[O:12])[CH2:16][CH2:17]2)=[N:22][C:23]([O:34][S:35]([C:38]([F:40])([F:39])[F:41])(=[O:37])=[O:36])=[C:24]([C:25]([O:27][CH2:28][CH3:29])=[O:26])[CH:30]=1)#[N:33], predict the reactants needed to synthesize it. The reactants are: C(O)(C(F)(F)F)=O.C([O:12][C:13]([CH:15]1[CH2:20][CH2:19][N:18]([C:21]2[C:31]([C:32]#[N:33])=[CH:30][C:24]([C:25]([O:27][CH2:28][CH3:29])=[O:26])=[C:23]([O:34][S:35]([C:38]([F:41])([F:40])[F:39])(=[O:37])=[O:36])[N:22]=2)[CH2:17][CH2:16]1)=[O:14])(C)(C)C.